Dataset: Full USPTO retrosynthesis dataset with 1.9M reactions from patents (1976-2016). Task: Predict the reactants needed to synthesize the given product. (1) Given the product [CH3:11][CH2:10][O:9][C:7]([CH:6]1[C:2](=[O:13])[CH2:3][CH2:4][CH2:5]1)=[O:8], predict the reactants needed to synthesize it. The reactants are: [Na].[C:2]([O:13]CC)(=O)[CH2:3][CH2:4][CH2:5][CH2:6][C:7]([O:9][CH2:10][CH3:11])=[O:8].C(O)(=O)C. (2) Given the product [Cl:1][C:2]1[C:12]([N+:13]([O-:15])=[O:14])=[CH:11][C:5]2[N:6]=[C:7]([N:23]3[CH:21]4[CH2:22][CH2:17][N:16]([CH2:19][CH2:20]4)[CH2:30][CH2:29]3)[O:8][C:4]=2[CH:3]=1, predict the reactants needed to synthesize it. The reactants are: [Cl:1][C:2]1[C:12]([N+:13]([O-:15])=[O:14])=[CH:11][C:5]2[N:6]=[C:7](SC)[O:8][C:4]=2[CH:3]=1.[NH2:16][C:17]1[CH:22]=[C:21]([N+:23]([O-])=O)[C:20](Cl)=[CH:19]C=1O.Cl.[C:29](OCC)(=O)[CH3:30]. (3) Given the product [OH:2][C:3]1[CH:8]=[C:7]([OH:9])[CH:6]=[CH:5][C:4]=1[C:11]1[C:12](=[O:33])[O:13][C:14]2[C:19]([C:20]=1[CH2:21][CH2:22][OH:23])=[CH:18][CH:17]=[C:16]([O:25][S:26]([C:29]([F:31])([F:32])[F:30])(=[O:28])=[O:27])[CH:15]=2, predict the reactants needed to synthesize it. The reactants are: C[O:2][C:3]1[CH:8]=[C:7]([O:9]C)[CH:6]=[CH:5][C:4]=1[C:11]1[C:12](=[O:33])[O:13][C:14]2[C:19]([C:20]=1[CH2:21][CH2:22][O:23]C)=[CH:18][CH:17]=[C:16]([O:25][S:26]([C:29]([F:32])([F:31])[F:30])(=[O:28])=[O:27])[CH:15]=2.B(Br)(Br)Br.O.C(OCC)(=O)C. (4) Given the product [O:26]=[C:17]1[NH:24][C:20](=[O:23])[C:2]2([CH2:6][CH2:5][C@@H:4]([C:7]([O:9][CH2:10][C:11]3[CH:16]=[CH:15][CH:14]=[CH:13][CH:12]=3)=[O:8])[CH2:3]2)[NH:18]1, predict the reactants needed to synthesize it. The reactants are: O=[C:2]1[CH2:6][CH2:5][C@@H:4]([C:7]([O:9][CH2:10][C:11]2[CH:16]=[CH:15][CH:14]=[CH:13][CH:12]=2)=[O:8])[CH2:3]1.[C-:17]#[N:18].[Na+].[C:20](=[O:23])([O-])[O-].[NH4+:24].[NH4+].[OH2:26]. (5) Given the product [CH:19]([OH:21])=[O:20].[C@@H:12]12[CH2:14][C@@H:9]([NH:8][CH2:13]1)[CH2:10][N:11]2[C:15]1[CH:16]=[CH:17][C:18]([C:19]([O:21][CH2:22][CH3:23])=[O:20])=[CH:24][CH:25]=1, predict the reactants needed to synthesize it. The reactants are: C([N:8]1[CH2:13][C@H:12]2[CH2:14][C@@H:9]1[CH2:10][N:11]2[C:15]1[CH:25]=[CH:24][C:18]([C:19]([O:21][CH2:22][CH3:23])=[O:20])=[CH:17][CH:16]=1)C1C=CC=CC=1. (6) Given the product [ClH:78].[NH2:36][C:37]1([C:41]2[CH:42]=[CH:43][C:44]([C:47]3[C:48](=[O:69])[C:49]4[C:54]([O:55][C:56]=3[C:57]3[CH:62]=[CH:61][CH:60]=[CH:59][CH:58]=3)=[C:53]3[N:63]([CH3:68])[N:64]=[C:65]([CH2:66][CH3:67])[C:52]3=[CH:51][CH:50]=4)=[CH:45][CH:46]=2)[CH2:40][CH2:39][CH2:38]1, predict the reactants needed to synthesize it. The reactants are: NC1(C2C=CC(C3C(=O)C4C(=CC=C(F)C=4)OC=3C3C=CC=CC=3)=CC=2)CCC1.C(OC(=O)[NH:36][C:37]1([C:41]2[CH:46]=[CH:45][C:44]([C:47]3[C:48](=[O:69])[C:49]4[C:54]([O:55][C:56]=3[C:57]3[CH:62]=[CH:61][CH:60]=[CH:59][CH:58]=3)=[C:53]3[N:63]([CH3:68])[N:64]=[C:65]([CH2:66][CH3:67])[C:52]3=[CH:51][CH:50]=4)=[CH:43][CH:42]=2)[CH2:40][CH2:39][CH2:38]1)(C)(C)C.C(O)(C(F)(F)F)=O.[ClH:78].